Dataset: Catalyst prediction with 721,799 reactions and 888 catalyst types from USPTO. Task: Predict which catalyst facilitates the given reaction. (1) Reactant: CON(C)[C:4](=[O:14])[CH2:5][NH:6][C:7](=[O:13])[O:8][C:9]([CH3:12])([CH3:11])[CH3:10].[CH:16]([Mg]Cl)([CH3:18])[CH3:17].C1([Mg]Br)CC1. Product: [CH:16]1([C:4](=[O:14])[CH2:5][NH:6][C:7](=[O:13])[O:8][C:9]([CH3:10])([CH3:11])[CH3:12])[CH2:18][CH2:17]1. The catalyst class is: 1. (2) Reactant: [Br:1][C:2]1[N:7]=[CH:6][C:5]2[CH:8]=[C:9]([C:11]3[CH:12]=[N:13][N:14]([CH3:16])[CH:15]=3)[NH:10][C:4]=2[CH:3]=1.[H-].[Na+].Br[CH2:20][C:21]1[CH:25]=[C:24]([CH3:26])[O:23][N:22]=1. Product: [Br:1][C:2]1[N:7]=[CH:6][C:5]2[CH:8]=[C:9]([C:11]3[CH:12]=[N:13][N:14]([CH3:16])[CH:15]=3)[N:10]([CH2:20][C:21]3[CH:25]=[C:24]([CH3:26])[O:23][N:22]=3)[C:4]=2[CH:3]=1. The catalyst class is: 39. (3) Reactant: [CH2:1]([N:4]([CH2:15]/[CH:16]=[N:17]/[OH:18])[C:5](=[O:14])[O:6][CH2:7][C:8]1[CH:13]=[CH:12][CH:11]=[CH:10][CH:9]=1)[CH:2]=[CH2:3].Cl[O-].[Na+]. Product: [N:17]1[O:18][CH2:3][CH:2]2[CH2:1][N:4]([C:5]([O:6][CH2:7][C:8]3[CH:13]=[CH:12][CH:11]=[CH:10][CH:9]=3)=[O:14])[CH2:15][C:16]=12. The catalyst class is: 4. (4) Reactant: [F:1][C:2]1[CH:3]=[C:4]([CH:7]=[CH:8][CH:9]=1)[CH2:5]Cl.[OH:10][C:11]1[CH:12]=[C:13]([CH:16]=[CH:17][CH:18]=1)[CH:14]=[O:15].C([O-])([O-])=O.[Cs+].[Cs+]. Product: [F:1][C:2]1[CH:3]=[C:4]([CH:7]=[CH:8][CH:9]=1)[CH2:5][O:10][C:11]1[CH:12]=[C:13]([CH:16]=[CH:17][CH:18]=1)[CH:14]=[O:15]. The catalyst class is: 3.